Dataset: Reaction yield outcomes from USPTO patents with 853,638 reactions. Task: Predict the reaction yield, written as a fraction of the theoretical maximum amount of product (1.0 means a 100% yield; for example, 0.34 means a 34% yield). The reactants are [NH2:1][C:2]1[N:7]=[CH:6][C:5]([CH:8]2[CH2:12][CH2:11][N:10]([C:13]([O:15][C:16]([CH3:19])([CH3:18])[CH3:17])=[O:14])[CH2:9]2)=[CH:4][CH:3]=1.Br[C:21]1[C:22](=[O:29])[N:23]([CH3:28])[N:24]=[C:25]([Cl:27])[CH:26]=1.C1(P(C2C=CC=CC=2)C2C3OC4C(=CC=CC=4P(C4C=CC=CC=4)C4C=CC=CC=4)C(C)(C)C=3C=CC=2)C=CC=CC=1.C(=O)([O-])[O-].[Cs+].[Cs+]. The catalyst is O1CCOCC1.C1C=CC(/C=C/C(/C=C/C2C=CC=CC=2)=O)=CC=1.C1C=CC(/C=C/C(/C=C/C2C=CC=CC=2)=O)=CC=1.C1C=CC(/C=C/C(/C=C/C2C=CC=CC=2)=O)=CC=1.[Pd].[Pd]. The product is [Cl:27][C:25]1[CH:26]=[C:21]([NH:1][C:2]2[N:7]=[CH:6][C:5]([CH:8]3[CH2:12][CH2:11][N:10]([C:13]([O:15][C:16]([CH3:19])([CH3:18])[CH3:17])=[O:14])[CH2:9]3)=[CH:4][CH:3]=2)[C:22](=[O:29])[N:23]([CH3:28])[N:24]=1. The yield is 0.500.